Dataset: Catalyst prediction with 721,799 reactions and 888 catalyst types from USPTO. Task: Predict which catalyst facilitates the given reaction. (1) Reactant: C(OC([NH:8][C:9]1([C:22](=[O:36])[NH:23][C:24]2[CH:29]=[CH:28][CH:27]=[C:26]([O:30][C:31](=[O:35])[N:32]([CH3:34])[CH3:33])[CH:25]=2)[CH2:14][CH2:13][N:12](C(OC(C)(C)C)=O)[CH2:11][CH2:10]1)=O)(C)(C)C.Cl.Cl.O1CCOCC1. Product: [CH3:33][N:32]([CH3:34])[C:31](=[O:35])[O:30][C:26]1[CH:27]=[CH:28][CH:29]=[C:24]([NH:23][C:22]([C:9]2([NH2:8])[CH2:14][CH2:13][NH:12][CH2:11][CH2:10]2)=[O:36])[CH:25]=1. The catalyst class is: 5. (2) Reactant: [CH3:1][C:2]1([CH3:26])[O:6][C@H:5]2[C@H:7]([N:16]3[CH:24]=[N:23][C:22]4[C:17]3=[N:18][CH:19]=[N:20][C:21]=4Cl)[O:8][C@H:9]([CH2:10][NH:11][S:12]([NH2:15])(=[O:14])=[O:13])[C@H:4]2[O:3]1.[Na+].[I-:28].FC(F)(F)C(O)=O. Product: [I:28][C:21]1[N:20]=[CH:19][N:18]=[C:17]2[C:22]=1[N:23]=[CH:24][N:16]2[C@H:7]1[C@@H:5]2[O:6][C:2]([CH3:26])([CH3:1])[O:3][C@@H:4]2[C@@H:9]([CH2:10][NH:11][S:12]([NH2:15])(=[O:14])=[O:13])[O:8]1. The catalyst class is: 131. (3) Reactant: [F:1][C:2]([F:58])([F:57])[C:3]1[CH:4]=[C:5]([CH:50]=[C:51]([C:53]([F:56])([F:55])[F:54])[CH:52]=1)[CH2:6][N:7]([CH2:20][C:21]1[CH:26]=[C:25]([C:27]([F:30])([F:29])[F:28])[CH:24]=[CH:23][C:22]=1[N:31]([CH2:43][CH2:44][O:45][C:46](C)(C)[CH3:47])[CH2:32][CH2:33][CH2:34][CH2:35][CH2:36][CH2:37][C:38]([O:40][CH2:41][CH3:42])=[O:39])[C:8]1[N:13]=[CH:12][C:11]([N:14]2[CH2:19][CH2:18][O:17][CH2:16][CH2:15]2)=[CH:10][N:9]=1.C(=O)(O)[O-:60].[Na+]. Product: [C:46]([O:45][CH2:44][CH2:43][N:31]([C:22]1[CH:23]=[CH:24][C:25]([C:27]([F:29])([F:30])[F:28])=[CH:26][C:21]=1[CH2:20][N:7]([CH2:6][C:5]1[CH:50]=[C:51]([C:53]([F:55])([F:54])[F:56])[CH:52]=[C:3]([C:2]([F:58])([F:1])[F:57])[CH:4]=1)[C:8]1[N:9]=[CH:10][C:11]([N:14]2[CH2:19][CH2:18][O:17][CH2:16][CH2:15]2)=[CH:12][N:13]=1)[CH2:32][CH2:33][CH2:34][CH2:35][CH2:36][CH2:37][C:38]([O:40][CH2:41][CH3:42])=[O:39])(=[O:60])[CH3:47]. The catalyst class is: 601. (4) The catalyst class is: 127. Reactant: [CH3:1][N:2]1[C:10]2[C:5](=[CH:6][CH:7]=[CH:8][CH:9]=2)[C:4]([C:11]2[N:16]=[C:15]3[C:17]([C:28]([O:30]C)=[O:29])=[CH:18][N:19](COC(=O)C(C)(C)C)[C:14]3=[N:13][CH:12]=2)=[N:3]1.[OH-].[K+]. Product: [CH3:1][N:2]1[C:10]2[C:5](=[CH:6][CH:7]=[CH:8][CH:9]=2)[C:4]([C:11]2[N:16]=[C:15]3[C:17]([C:28]([OH:30])=[O:29])=[CH:18][NH:19][C:14]3=[N:13][CH:12]=2)=[N:3]1. (5) Reactant: [OH-:1].[K+].[CH3:3][C:4]1[CH:11]=[C:10]([C:12]([F:15])([F:14])[F:13])[CH:9]=[CH:8]C=1C#N.[CH2:16]([OH:19])[CH2:17]O. Product: [CH3:3][C:4]1[CH:11]=[C:10]([C:12]([F:15])([F:14])[F:13])[CH:9]=[CH:8][C:17]=1[C:16]([OH:19])=[O:1]. The catalyst class is: 6.